The task is: Predict the reactants needed to synthesize the given product.. This data is from Full USPTO retrosynthesis dataset with 1.9M reactions from patents (1976-2016). (1) Given the product [CH2:15]([O:14][C:12]1[C:11]([C:17]([F:20])([F:19])[F:18])=[CH:10][C:9]2[NH:21][C:22](=[O:38])[CH2:23][C:24]([C:25]3[CH:30]=[CH:29][CH:28]=[C:27]([C:31]4[CH:32]=[N:33][CH:34]=[CH:35][CH:36]=4)[CH:26]=3)=[N:7][C:8]=2[CH:13]=1)[CH3:16], predict the reactants needed to synthesize it. The reactants are: C(OC(=O)[NH:7][C:8]1[CH:13]=[C:12]([O:14][CH2:15][CH3:16])[C:11]([C:17]([F:20])([F:19])[F:18])=[CH:10][C:9]=1[NH:21][C:22](=[O:38])[CH2:23][C:24](=O)[C:25]1[CH:30]=[CH:29][CH:28]=[C:27]([C:31]2[CH:32]=[N:33][CH:34]=[CH:35][CH:36]=2)[CH:26]=1)(C)(C)C.C(O)(C(F)(F)F)=O. (2) Given the product [C:19](=[O:21])([O:22][CH2:23][CH3:24])[O:5][CH2:4][CH2:3][N:2]([C:12]([O:13][CH2:14][CH3:15])=[O:16])[CH3:1], predict the reactants needed to synthesize it. The reactants are: [CH3:1][NH:2][CH2:3][CH2:4][OH:5].N1C=CC=CC=1.[C:12](Cl)(=[O:16])[O:13][CH2:14][CH3:15].O.[C:19]([O:22][CH2:23][CH3:24])(=[O:21])C. (3) Given the product [O:21]=[C:15]1[CH:14]([N:7]2[C:6](=[O:22])[C:5]3[C:9](=[CH:10][CH:11]=[CH:12][C:4]=3[CH2:3][NH:2][C:42](=[O:43])[CH2:41][C:38]3[CH:39]=[CH:40][C:35]([F:34])=[CH:36][CH:37]=3)[C:8]2=[O:13])[CH2:19][CH2:18][C:17](=[O:20])[NH:16]1, predict the reactants needed to synthesize it. The reactants are: Cl.[NH2:2][CH2:3][C:4]1[CH:12]=[CH:11][CH:10]=[C:9]2[C:5]=1[C:6](=[O:22])[N:7]([CH:14]1[CH2:19][CH2:18][C:17](=[O:20])[NH:16][C:15]1=[O:21])[C:8]2=[O:13].N12CCCN=C1CCCCC2.[F:34][C:35]1[CH:40]=[CH:39][C:38]([CH2:41][C:42](O)=[O:43])=[CH:37][CH:36]=1.Cl.CN(C)CCCN=C=NCC. (4) Given the product [CH:30]([O:29][C:5]1[CH:4]=[C:3]([CH3:33])[C:2]([C:35]#[C:34][Si:36]([CH3:39])([CH3:38])[CH3:37])=[CH:7][C:6]=1[NH:8][C:9]1[N:14]=[C:13]([NH:15][C:16]2[CH:21]=[CH:20][CH:19]=[CH:18][C:17]=2[S:22]([CH:25]([CH3:27])[CH3:26])(=[O:24])=[O:23])[C:12]([CH3:28])=[CH:11][N:10]=1)([CH3:32])[CH3:31], predict the reactants needed to synthesize it. The reactants are: Br[C:2]1[C:3]([CH3:33])=[CH:4][C:5]([O:29][CH:30]([CH3:32])[CH3:31])=[C:6]([NH:8][C:9]2[N:14]=[C:13]([NH:15][C:16]3[CH:21]=[CH:20][CH:19]=[CH:18][C:17]=3[S:22]([CH:25]([CH3:27])[CH3:26])(=[O:24])=[O:23])[C:12]([CH3:28])=[CH:11][N:10]=2)[CH:7]=1.[C:34]([Si:36]([CH3:39])([CH3:38])[CH3:37])#[CH:35].C(N(CC)C(C)C)(C)C. (5) Given the product [CH2:1]([C:3]([C:7]1[CH:8]=[C:9]2[C:14](=[CH:15][CH:16]=1)[CH:13]=[C:12]([O:17][S:26]([C:25]([F:38])([F:37])[F:24])(=[O:28])=[O:27])[CH:11]=[CH:10]2)=[CH:4][CH3:5])[CH3:2], predict the reactants needed to synthesize it. The reactants are: [CH2:1]([C:3]([C:7]1[CH:8]=[C:9]2[C:14](=[CH:15][CH:16]=1)[CH:13]=[C:12]([OH:17])[CH:11]=[CH:10]2)(O)[CH2:4][CH3:5])[CH3:2].N1C=CC=CC=1.[F:24][C:25]([F:38])([F:37])[S:26](O[S:26]([C:25]([F:38])([F:37])[F:24])(=[O:28])=[O:27])(=[O:28])=[O:27].